The task is: Predict which catalyst facilitates the given reaction.. This data is from Catalyst prediction with 721,799 reactions and 888 catalyst types from USPTO. (1) Reactant: [Mg].II.Br[C:5]1[CH:10]=[CH:9][C:8]([F:11])=[CH:7][C:6]=1[CH3:12].Cl[C:14]([O:16][CH2:17][CH3:18])=[O:15]. Product: [CH2:17]([O:16][C:14](=[O:15])[C:5]1[CH:10]=[CH:9][C:8]([F:11])=[CH:7][C:6]=1[CH3:12])[CH3:18]. The catalyst class is: 116. (2) Reactant: [Cl:1][C:2]1[N:10]=[C:9]2[C:5]([N:6]=[CH:7][N:8]2[CH:11]2[CH2:15][CH2:14][O:13][CH2:12]2)=[C:4](Cl)[N:3]=1.[I:17][C:18]1[CH:19]=[C:20]([CH2:24][NH2:25])[CH:21]=[CH:22][CH:23]=1. Product: [Cl:1][C:2]1[N:10]=[C:9]2[C:5]([N:6]=[CH:7][N:8]2[CH:11]2[CH2:15][CH2:14][O:13][CH2:12]2)=[C:4]([NH:25][CH2:24][C:20]2[CH:21]=[CH:22][CH:23]=[C:18]([I:17])[CH:19]=2)[N:3]=1. The catalyst class is: 51.